From a dataset of Catalyst prediction with 721,799 reactions and 888 catalyst types from USPTO. Predict which catalyst facilitates the given reaction. Product: [Br:7][C:8]1[CH:16]=[CH:15][C:1]([C:2]([Cl:4])=[O:3])=[CH:10][C:9]=1[F:17]. Reactant: [C:1](Cl)(=O)[C:2]([Cl:4])=[O:3].[Br:7][C:8]1[CH:16]=[CH:15]C(C(O)=O)=[CH:10][C:9]=1[F:17].CN(C=O)C. The catalyst class is: 2.